Dataset: Full USPTO retrosynthesis dataset with 1.9M reactions from patents (1976-2016). Task: Predict the reactants needed to synthesize the given product. (1) Given the product [ClH:2].[C:7]1([C:13]2([CH2:18][C:19]([NH2:1])=[NH:20])[CH2:17][CH2:16][CH2:15][CH2:14]2)[CH:12]=[CH:11][CH:10]=[CH:9][CH:8]=1, predict the reactants needed to synthesize it. The reactants are: [NH4+:1].[Cl-:2].C[Al](C)C.[C:7]1([C:13]2([CH2:18][C:19]#[N:20])[CH2:17][CH2:16][CH2:15][CH2:14]2)[CH:12]=[CH:11][CH:10]=[CH:9][CH:8]=1. (2) Given the product [OH:2][C:3]1[CH:4]=[C:5]([CH:8]=[C:9]([C:11]2[CH:16]=[CH:15][CH:14]=[C:13]([CH2:17][NH:18][CH2:19][CH2:20][C@H:21]3[O:25][C:24](=[O:26])[N:23]([C:27]4[CH:28]=[CH:29][C:30]5[S:35][CH2:34][C:33](=[O:36])[NH:32][C:31]=5[CH:37]=4)[CH2:22]3)[CH:12]=2)[N:10]=1)[C:6]#[N:7], predict the reactants needed to synthesize it. The reactants are: C[O:2][C:3]1[CH:4]=[C:5]([CH:8]=[C:9]([C:11]2[CH:16]=[CH:15][CH:14]=[C:13]([CH2:17][NH:18][CH2:19][CH2:20][C@H:21]3[O:25][C:24](=[O:26])[N:23]([C:27]4[CH:28]=[CH:29][C:30]5[S:35][CH2:34][C:33](=[O:36])[NH:32][C:31]=5[CH:37]=4)[CH2:22]3)[CH:12]=2)[N:10]=1)[C:6]#[N:7].[Na+].[I-].C[Si](C)(C)Cl.CC(O)=O. (3) The reactants are: [CH2:1]=[CH:2][C:3]1[CH:8]=[CH:7][CH:6]=[CH:5][CH:4]=1.C=CC(=C)C. Given the product [CH2:1]=[CH:2][C:3](=[CH2:4])[CH3:8].[CH2:1]=[CH:2][C:3]1[CH:8]=[CH:7][CH:6]=[CH:5][CH:4]=1, predict the reactants needed to synthesize it. (4) Given the product [CH2:1]([P:4]([CH:9]([P:34]([CH2:36][CH:37]=[CH2:38])([CH2:39][CH:40]=[CH2:41])=[O:35])[NH:10][C:11](=[O:33])[NH:12][CH2:13][CH2:14][CH2:15][C:16]([OH:18])=[O:17])([CH2:6][CH:7]=[CH2:8])=[O:5])[CH:2]=[CH2:3], predict the reactants needed to synthesize it. The reactants are: [CH2:1]([P:4]([CH:9]([P:34]([CH2:39][CH:40]=[CH2:41])([CH2:36][CH:37]=[CH2:38])=[O:35])[NH:10][C:11](=[O:33])[NH:12][CH2:13][CH2:14][CH2:15][C:16]([O:18]CC1C2C=CC=CC=2C2C1=CC=CC=2)=[O:17])([CH2:6][CH:7]=[CH2:8])=[O:5])[CH:2]=[CH2:3].N1CCCCC1. (5) Given the product [Cl:1][C:2]1[CH:3]=[C:4]([CH:8]([NH:11][C:12]([CH:14]2[CH2:19][CH2:18][N:17]([C:20]3[CH:25]=[CH:24][N:23]=[C:22]([NH:27][CH:28]([CH3:31])[CH2:29][OH:30])[CH:21]=3)[CH2:16][CH2:15]2)=[O:13])[CH2:9][OH:10])[CH:5]=[CH:6][CH:7]=1, predict the reactants needed to synthesize it. The reactants are: [Cl:1][C:2]1[CH:3]=[C:4]([CH:8]([NH:11][C:12]([CH:14]2[CH2:19][CH2:18][N:17]([C:20]3[CH:25]=[CH:24][N:23]=[C:22](F)[CH:21]=3)[CH2:16][CH2:15]2)=[O:13])[CH2:9][OH:10])[CH:5]=[CH:6][CH:7]=1.[NH2:27][C@@H:28]([CH3:31])[CH2:29][OH:30]. (6) The reactants are: [Cl:1][C:2]1[N:7]=[C:6]([CH3:8])[C:5]([C:9]([N:11]2[CH2:16][CH2:15][N:14]([S:17]([C:20]3[CH:25]=[CH:24][C:23]([C:26]([F:29])([F:28])[F:27])=[CH:22][CH:21]=3)(=[O:19])=[O:18])[CH2:13][C@@H:12]2[CH3:30])=[O:10])=[CH:4][CH:3]=1.[NH:31]1[CH2:34][CH2:33][CH2:32]1. Given the product [ClH:1].[N:31]1([C:2]2[N:7]=[C:6]([CH3:8])[C:5]([C:9]([N:11]3[CH2:16][CH2:15][N:14]([S:17]([C:20]4[CH:25]=[CH:24][C:23]([C:26]([F:29])([F:28])[F:27])=[CH:22][CH:21]=4)(=[O:19])=[O:18])[CH2:13][C@@H:12]3[CH3:30])=[O:10])=[CH:4][CH:3]=2)[CH2:34][CH2:33][CH2:32]1, predict the reactants needed to synthesize it. (7) The reactants are: [SH:1][C:2]1[CH:7]=[CH:6][CH:5]=[CH:4][N:3]=1.[F:8][CH:9]([F:20])[O:10][C:11]1[CH:19]=[CH:18][C:14]([C:15](Cl)=[O:16])=[CH:13][CH:12]=1. Given the product [F:8][CH:9]([F:20])[O:10][C:11]1[CH:12]=[CH:13][C:14]([C:15](=[O:16])[S:1][C:2]2[CH:7]=[CH:6][CH:5]=[CH:4][N:3]=2)=[CH:18][CH:19]=1, predict the reactants needed to synthesize it. (8) Given the product [CH3:12][C:6]1[N:5]=[CH:4][C:3]2[C:8](=[CH:9][CH:10]=[CH:11][C:2]=2[N:18]2[CH2:23][CH2:22][NH:21][CH2:20][CH2:19]2)[N:7]=1, predict the reactants needed to synthesize it. The reactants are: F[C:2]1[CH:11]=[CH:10][CH:9]=[C:8]2[C:3]=1[CH:4]=[N:5][C:6]([CH3:12])=[N:7]2.CN(C=O)C.[NH:18]1[CH2:23][CH2:22][NH:21][CH2:20][CH2:19]1. (9) Given the product [O:1]=[C:2]1[CH:7]([N:8]2[CH2:16][C:15]3[C:10](=[CH:11][CH:12]=[C:13]([CH2:17][NH:18][C:19](=[O:33])[C:20]([F:31])([F:32])[C:21]4[CH:22]=[CH:23][C:24]([C:27]([F:42])([CH3:28])[CH3:29])=[CH:25][CH:26]=4)[CH:14]=3)[C:9]2=[O:34])[CH2:6][CH2:5][C:4](=[O:35])[NH:3]1, predict the reactants needed to synthesize it. The reactants are: [O:1]=[C:2]1[CH:7]([N:8]2[CH2:16][C:15]3[C:10](=[CH:11][CH:12]=[C:13]([CH2:17][NH:18][C:19](=[O:33])[C:20]([F:32])([F:31])[C:21]4[CH:26]=[CH:25][C:24]([C:27](O)([CH3:29])[CH3:28])=[CH:23][CH:22]=4)[CH:14]=3)[C:9]2=[O:34])[CH2:6][CH2:5][C:4](=[O:35])[NH:3]1.C(N(S(F)(F)[F:42])CC)C.